Dataset: Full USPTO retrosynthesis dataset with 1.9M reactions from patents (1976-2016). Task: Predict the reactants needed to synthesize the given product. (1) Given the product [CH3:1][O:2][C:3]([C:5]1[CH:10]=[C:9]([Br:22])[C:8](=[O:11])[N:7]([CH3:12])[C:6]=1[NH:13][C:14]1[CH:19]=[CH:18][C:17]([Br:20])=[CH:16][C:15]=1[F:21])=[O:4], predict the reactants needed to synthesize it. The reactants are: [CH3:1][O:2][C:3]([C:5]1[CH:10]=[CH:9][C:8](=[O:11])[N:7]([CH3:12])[C:6]=1[NH:13][C:14]1[CH:19]=[CH:18][C:17]([Br:20])=[CH:16][C:15]=1[F:21])=[O:4].[Br:22]N1C(=O)CCC1=O. (2) Given the product [Br:1][CH:2]1[CH2:5][C:4]2([O:9][CH2:8][CH2:7][O:6]2)[CH2:3]1, predict the reactants needed to synthesize it. The reactants are: [Br:1][CH:2]1[CH2:5][C:4](=[O:6])[CH2:3]1.[CH2:7](O)[CH2:8][OH:9].CC1C=CC(S([O-])(=O)=O)=CC=1.C1C=C[NH+]=CC=1. (3) The reactants are: [CH3:1][C:2]1([CH3:18])[CH2:11][CH2:10][C:9]2[C:8](=[O:12])[C:7](=[O:13])[C:6]3[CH:14]=[CH:15][CH:16]=[CH:17][C:5]=3[C:4]=2[O:3]1.[C:19]([O:23][C:24]([NH:26][CH2:27][C:28]([OH:30])=O)=[O:25])([CH3:22])([CH3:21])[CH3:20].CN(C([O:38]N1N=NC2C=CC=CC1=2)=[N+](C)C)C.F[P-](F)(F)(F)(F)F.C(N([CH2:60][CH3:61])CC)C. Given the product [C:19]([O:23][C:24]([NH:26][CH2:27][C:28]([O:13][C:7]1[C:8]([O:12][C:60](=[O:38])[CH3:61])=[C:9]2[C:4](=[C:5]3[CH:17]=[CH:16][CH:15]=[CH:14][C:6]=13)[O:3][C:2]([CH3:18])([CH3:1])[CH2:11][CH2:10]2)=[O:30])=[O:25])([CH3:20])([CH3:21])[CH3:22], predict the reactants needed to synthesize it. (4) Given the product [CH:1]1([C:7]2[N:8]=[C:9]([C:12]3([CH2:18][NH:19][C:30](=[O:31])[C:29]4[CH:33]=[CH:34][CH:35]=[C:27]([C:24]5[N:23]=[C:22]([C:21]([F:37])([F:36])[F:20])[O:26][N:25]=5)[CH:28]=4)[CH2:13][CH2:14][O:15][CH2:16][CH2:17]3)[S:10][CH:11]=2)[CH2:2][CH2:3][CH2:4][CH2:5][CH2:6]1, predict the reactants needed to synthesize it. The reactants are: [CH:1]1([C:7]2[N:8]=[C:9]([C:12]3([CH2:18][NH2:19])[CH2:17][CH2:16][O:15][CH2:14][CH2:13]3)[S:10][CH:11]=2)[CH2:6][CH2:5][CH2:4][CH2:3][CH2:2]1.[F:20][C:21]([F:37])([F:36])[C:22]1[O:26][N:25]=[C:24]([C:27]2[CH:28]=[C:29]([CH:33]=[CH:34][CH:35]=2)[C:30](O)=[O:31])[N:23]=1. (5) The reactants are: [Cl:1][C:2]1[C:3]2[CH2:23][O:22][C:9]3([CH2:14][CH2:13][N:12](CC4C=CC=CC=4)[CH2:11][CH2:10]3)[C:4]=2[CH:5]=[N:6][C:7]=1[F:8].[H][H]. Given the product [ClH:1].[F:8][C:7]1[N:6]=[CH:5][C:4]2[C:9]3([O:22][CH2:23][C:3]=2[CH:2]=1)[CH2:14][CH2:13][NH:12][CH2:11][CH2:10]3, predict the reactants needed to synthesize it. (6) Given the product [OH:26][CH2:27][C:28]1[S:32][C:31]([C:2]2[C:11]3[C:10](=[O:12])[N:9]([CH3:13])[CH:8]=[N:7][C:6]=3[CH:5]=[C:4]([C:14]3[CH:19]=[CH:18][C:17]([N:20]4[CH2:25][CH2:24][O:23][CH2:22][CH2:21]4)=[CH:16][CH:15]=3)[N:3]=2)=[CH:30][CH:29]=1, predict the reactants needed to synthesize it. The reactants are: Cl[C:2]1[C:11]2[C:10](=[O:12])[N:9]([CH3:13])[CH:8]=[N:7][C:6]=2[CH:5]=[C:4]([C:14]2[CH:19]=[CH:18][C:17]([N:20]3[CH2:25][CH2:24][O:23][CH2:22][CH2:21]3)=[CH:16][CH:15]=2)[N:3]=1.[OH:26][CH2:27][C:28]1[S:32][C:31](B(O)O)=[CH:30][CH:29]=1.C([O-])([O-])=O.[Na+].[Na+]. (7) Given the product [Si:1]([O:18][CH2:19][C:20]1[C:21]([N:33]2[CH2:38][C@H:37]([CH3:39])[O:36][C@H:35]([CH3:40])[CH2:34]2)=[C:22]([F:32])[C:23]([F:31])=[C:24]([C:26](=[O:30])[C:27]([N:42]([CH3:43])[CH3:41])=[O:29])[CH:25]=1)([C:14]([CH3:17])([CH3:16])[CH3:15])([C:2]1[CH:3]=[CH:4][CH:5]=[CH:6][CH:7]=1)[C:8]1[CH:9]=[CH:10][CH:11]=[CH:12][CH:13]=1, predict the reactants needed to synthesize it. The reactants are: [Si:1]([O:18][CH2:19][C:20]1[C:21]([N:33]2[CH2:38][C@H:37]([CH3:39])[O:36][C@H:35]([CH3:40])[CH2:34]2)=[C:22]([F:32])[C:23]([F:31])=[C:24]([C:26](=[O:30])[C:27]([OH:29])=O)[CH:25]=1)([C:14]([CH3:17])([CH3:16])[CH3:15])([C:8]1[CH:13]=[CH:12][CH:11]=[CH:10][CH:9]=1)[C:2]1[CH:7]=[CH:6][CH:5]=[CH:4][CH:3]=1.[CH3:41][N:42](C(ON1N=NC2C=CC=NC1=2)=[N+](C)C)[CH3:43].F[P-](F)(F)(F)(F)F.C(N(CC)CC)C.CNC. (8) Given the product [O:16]=[C:13]1[N:14]([CH2:18][C:19]2[CH:20]=[C:21]([C:25]3[N:26]=[CH:27][C:28](/[CH:31]=[CH:32]/[C:33]([O:35][CH3:36])=[O:34])=[CH:29][N:30]=3)[CH:22]=[CH:23][CH:24]=2)[N:15]=[C:10]([C:4]2[CH:5]=[C:6]([F:9])[C:7]([F:8])=[C:2]([F:1])[CH:3]=2)[CH:11]=[CH:12]1, predict the reactants needed to synthesize it. The reactants are: [F:1][C:2]1[CH:3]=[C:4]([C:10]2[CH:11]=[CH:12][C:13](=[O:16])[NH:14][N:15]=2)[CH:5]=[C:6]([F:9])[C:7]=1[F:8].O[CH2:18][C:19]1[CH:20]=[C:21]([C:25]2[N:30]=[CH:29][C:28](/[CH:31]=[CH:32]/[C:33]([O:35][CH3:36])=[O:34])=[CH:27][N:26]=2)[CH:22]=[CH:23][CH:24]=1.C1(P(C2C=CC=CC=2)C2C=CC=CC=2)C=CC=CC=1.N(C(OCC)=O)=NC(OCC)=O.